From a dataset of Catalyst prediction with 721,799 reactions and 888 catalyst types from USPTO. Predict which catalyst facilitates the given reaction. (1) Reactant: [Br:1][C:2]1[CH:7]=[CH:6][C:5]([NH:8][CH:9]=[O:10])=[C:4]([F:11])[CH:3]=1.[N+:12]([O-])([OH:14])=[O:13]. The catalyst class is: 65. Product: [Br:1][C:2]1[CH:7]=[C:6]([N+:12]([O-:14])=[O:13])[C:5]([NH:8][CH:9]=[O:10])=[C:4]([F:11])[CH:3]=1. (2) Reactant: [CH3:1][C:2]1[N:3]2[CH2:9][CH2:8][CH:7]([C:10]([O:12]CC)=[O:11])[C:4]2=[N:5][N:6]=1.[Li+].[OH-]. Product: [CH3:1][C:2]1[N:3]2[CH2:9][CH2:8][CH:7]([C:10]([OH:12])=[O:11])[C:4]2=[N:5][N:6]=1. The catalyst class is: 278.